This data is from Full USPTO retrosynthesis dataset with 1.9M reactions from patents (1976-2016). The task is: Predict the reactants needed to synthesize the given product. (1) Given the product [CH3:3][C:2]([C@@H:17]1[CH2:22][CH2:21][NH:20][C:19](=[O:30])[CH2:18]1)([S:4]([C:7]1[CH:12]=[CH:11][CH:10]=[C:9]([C:13]([F:15])([F:14])[F:16])[CH:8]=1)(=[O:5])=[O:6])[CH3:1], predict the reactants needed to synthesize it. The reactants are: [CH3:1][C:2]([C@@H:17]1[CH2:22][CH2:21][N:20](C(OC(C)(C)C)=O)[C:19](=[O:30])[CH2:18]1)([S:4]([C:7]1[CH:12]=[CH:11][CH:10]=[C:9]([C:13]([F:16])([F:15])[F:14])[CH:8]=1)(=[O:6])=[O:5])[CH3:3].C(O)(C(F)(F)F)=O. (2) Given the product [CH3:2][O:3][C:4]([C@H:6]1[NH:22][C:21](=[O:23])[C@H:20]([CH2:24][CH:25]([CH3:27])[CH3:26])[NH:19][C:18](=[O:28])[C@@H:17]([NH:29][C:33]([O:35][CH2:36][C:37]2[CH:42]=[CH:41][CH:40]=[CH:39][CH:38]=2)=[O:34])[CH2:16][C:15]2=[CH:30][CH:31]=[C:12]([CH:13]=[CH:14]2)[O:11][CH2:10][CH2:9][CH2:8][CH2:7]1)=[O:5], predict the reactants needed to synthesize it. The reactants are: Cl.[CH3:2][O:3][C:4]([C@H:6]1[NH:22][C:21](=[O:23])[C@H:20]([CH2:24][CH:25]([CH3:27])[CH3:26])[NH:19][C:18](=[O:28])[C@@H:17]([NH2:29])[CH2:16][C:15]2=[CH:30][CH:31]=[C:12]([CH:13]=[CH:14]2)[O:11][CH2:10][CH2:9][CH2:8][CH2:7]1)=[O:5].Cl[C:33]([O:35][CH2:36][C:37]1[CH:42]=[CH:41][CH:40]=[CH:39][CH:38]=1)=[O:34].CCN(C(C)C)C(C)C.CCOC(C)=O.C(Cl)Cl.